Dataset: Reaction yield outcomes from USPTO patents with 853,638 reactions. Task: Predict the reaction yield, written as a fraction of the theoretical maximum amount of product (1.0 means a 100% yield; for example, 0.34 means a 34% yield). (1) The reactants are CS(O[CH2:6][CH2:7][N:8]1[CH:12]=[C:11]([C:13]2[CH:18]=[C:17]([C:19]([O:21]C)=[O:20])[CH:16]=[CH:15][N:14]=2)[N:10]=[CH:9]1)(=O)=O.[Cl:23][C:24]1[CH:25]=[C:26]2[C:31](=[CH:32][CH:33]=1)[NH:30][CH2:29][CH2:28][CH2:27]2. The product is [Cl:23][C:24]1[CH:25]=[C:26]2[C:31](=[CH:32][CH:33]=1)[N:30]([CH2:6][CH2:7][N:8]1[CH:12]=[C:11]([C:13]3[CH:18]=[C:17]([C:19]([OH:21])=[O:20])[CH:16]=[CH:15][N:14]=3)[N:10]=[CH:9]1)[CH2:29][CH2:28][CH2:27]2. The yield is 0.0900. No catalyst specified. (2) The reactants are [CH3:1][O:2][C:3]([C:5]1[S:6][C:7]([C:22]2[CH2:27][CH2:26][CH2:25][CH2:24][CH:23]=2)=[CH:8][C:9]=1[NH:10][CH:11]1[CH2:16][CH2:15][CH:14]([N:17]2[CH:21]=[N:20][CH:19]=[N:18]2)[CH2:13][CH2:12]1)=[O:4].[CH3:28][C@H:29]1[CH2:34][CH2:33][C@H:32]([C:35](Cl)=[O:36])[CH2:31][CH2:30]1.C1(C)C=CC=CC=1.N1C=CC=CC=1. The catalyst is CCOC(C)=O. The product is [CH3:1][O:2][C:3]([C:5]1[S:6][C:7]([C:22]2[CH2:27][CH2:26][CH2:25][CH2:24][CH:23]=2)=[CH:8][C:9]=1[N:10]([C:35]([C@H:32]1[CH2:33][CH2:34][C@H:29]([CH3:28])[CH2:30][CH2:31]1)=[O:36])[CH:11]1[CH2:16][CH2:15][CH:14]([N:17]2[CH:21]=[N:20][CH:19]=[N:18]2)[CH2:13][CH2:12]1)=[O:4]. The yield is 0.670. (3) The reactants are [C:1]([NH2:5])([CH3:4])([CH3:3])[CH3:2].C(N(CC)CC)C.[F:13][C:14]1[CH:22]=[C:21]([F:23])[CH:20]=[CH:19][C:15]=1[C:16](Cl)=[O:17].C([O-])(O)=O.[Na+]. The catalyst is ClCCl. The product is [C:1]([NH:5][C:16](=[O:17])[C:15]1[CH:19]=[CH:20][C:21]([F:23])=[CH:22][C:14]=1[F:13])([CH3:4])([CH3:3])[CH3:2]. The yield is 0.930. (4) The reactants are [CH3:1][C:2]([O:4][C@H:5]1[C:14]2[C@@:15]3([CH3:30])[C@@H:26]([CH2:27][O:28][CH3:29])[O:25][C:23](=[O:24])[C:17]4=[CH:18][O:19][C:20]([C:21](=[O:22])[C:13]=2[C@@H:8]2[CH2:9][CH2:10][C@H:11]([OH:12])[C@@:7]2([CH3:31])[CH2:6]1)=[C:16]34)=[O:3].[CH3:32][N:33]([CH3:39])[CH2:34][CH2:35][CH2:36][NH:37][CH3:38]. The catalyst is C(Cl)Cl. The product is [C:2]([O:4][C@H:5]1[C:14]2[C@:15]3([CH3:30])[C:16](/[C:17](=[CH:18]\[N:37]([CH2:36][CH2:35][CH2:34][N:33]([CH3:39])[CH3:32])[CH3:38])/[C:23](=[O:24])[O:25][C@@H:26]3[CH2:27][O:28][CH3:29])=[C:20]([OH:19])[C:21](=[O:22])[C:13]=2[CH:8]2[C@@:7]([CH3:31])([C@@H:11]([OH:12])[CH2:10][CH2:9]2)[CH2:6]1)(=[O:3])[CH3:1]. The yield is 0.366. (5) The yield is 0.420. No catalyst specified. The product is [N:37]1[CH:38]=[CH:39][CH:40]=[C:35]([CH2:34][CH:27]2[CH:26]([NH:25][C:44]([C:23]3[O:10][C:11]4[CH:12]=[CH:13][CH:14]=[CH:15][C:16]=4[CH:24]=3)=[O:41])[CH:31]3[CH2:30][CH2:29][N:28]2[CH2:33][CH2:32]3)[CH:36]=1. The reactants are [C:11]1([O:10]P(Cl)([O:10][C:11]2[CH:16]=[CH:15][CH:14]=[CH:13][CH:12]=2)=O)[CH:16]=[CH:15][CH:14]=[CH:13][CH:12]=1.C(N([CH2:23][CH3:24])CC)C.[NH2:25][CH:26]1[CH:31]2[CH2:32][CH2:33][N:28]([CH2:29][CH2:30]2)[CH:27]1[CH2:34][C:35]1[CH:36]=[N:37][CH:38]=[CH:39][CH:40]=1.[OH-:41].[Na+].Cl[CH2:44]Cl. (6) The reactants are [Br:1][CH2:2][CH2:3]Br.C([O-])([O-])=O.[Cs+].[Cs+].[C:11]([N:18]1[C:30]2[C:29]([OH:31])=[C:28]3[N:32]([C:40]([O:42][C:43]([CH3:46])([CH3:45])[CH3:44])=[O:41])[C:33]4[CH:34]=[CH:35][C:36]([F:39])=[CH:37][C:38]=4[C:27]3=[CH:26][C:25]=2[C:24]2[C:19]1=[CH:20][CH:21]=[C:22]([F:47])[CH:23]=2)([O:13][C:14]([CH3:17])([CH3:16])[CH3:15])=[O:12]. The product is [C:40]([N:32]1[C:28]2[C:29]([O:31][CH2:3][CH2:2][Br:1])=[C:30]3[N:18]([C:11]([O:13][C:14]([CH3:17])([CH3:16])[CH3:15])=[O:12])[C:19]4[CH:20]=[CH:21][C:22]([F:47])=[CH:23][C:24]=4[C:25]3=[CH:26][C:27]=2[C:38]2[C:33]1=[CH:34][CH:35]=[C:36]([F:39])[CH:37]=2)([O:42][C:43]([CH3:46])([CH3:45])[CH3:44])=[O:41]. The yield is 0.770. The catalyst is C(#N)C. (7) The reactants are [H-].[Na+].[Cl:3][C:4]1[N:9]=[C:8]([C:10]([O:12][CH3:13])=[O:11])[CH:7]=[C:6](Cl)[N:5]=1.[C:15]([O:19][C@@H:20]([C@H:22]1[CH2:26][O:25][C:24](=[O:27])[NH:23]1)[CH3:21])([CH3:18])([CH3:17])[CH3:16]. The catalyst is CN(C=O)C. The product is [C:15]([O:19][C@@H:20]([C@H:22]1[CH2:26][O:25][C:24](=[O:27])[N:23]1[C:6]1[N:5]=[C:4]([Cl:3])[N:9]=[C:8]([C:10]([O:12][CH3:13])=[O:11])[CH:7]=1)[CH3:21])([CH3:16])([CH3:17])[CH3:18]. The yield is 0.640. (8) The reactants are [I-].[CH3:2][S+](C)(C)=O.[H-].[Na+].[H][H].[N:11]1[CH:16]=[CH:15][C:14](/[CH:17]=[CH:18]/[C:19]([O:21][CH2:22][CH3:23])=[O:20])=[CH:13][CH:12]=1. The catalyst is CS(C)=O. The product is [N:11]1[CH:16]=[CH:15][C:14]([C@@H:17]2[CH2:2][C@H:18]2[C:19]([O:21][CH2:22][CH3:23])=[O:20])=[CH:13][CH:12]=1. The yield is 0.520.